Dataset: Reaction yield outcomes from USPTO patents with 853,638 reactions. Task: Predict the reaction yield, written as a fraction of the theoretical maximum amount of product (1.0 means a 100% yield; for example, 0.34 means a 34% yield). (1) The reactants are C1COCC1.C(O)C.C[O:10][C:11](=O)[C:12]1[CH:17]=[C:16]([C:18]([F:21])([F:20])[F:19])[CH:15]=[C:14]([NH:22][C:23](=[O:32])[CH2:24][S:25][C:26]2[CH:31]=[CH:30][CH:29]=[CH:28][CH:27]=2)[CH:13]=1.[BH4-].[Na+]. The catalyst is C(OCC)(=O)C. The product is [OH:10][CH2:11][C:12]1[CH:13]=[C:14]([NH:22][C:23](=[O:32])[CH2:24][S:25][C:26]2[CH:31]=[CH:30][CH:29]=[CH:28][CH:27]=2)[CH:15]=[C:16]([C:18]([F:21])([F:20])[F:19])[CH:17]=1. The yield is 0.540. (2) The reactants are [CH:1]([C:4]1[C:9](=[O:10])[NH:8][C:7](=[O:11])[NH:6][C:5]=1[C:12]([C:14]1[CH:15]=[C:16]([CH:21]=[CH:22][C:23]#[N:24])[CH:17]=[C:18]([CH3:20])[CH:19]=1)=[O:13])([CH3:3])[CH3:2].C(=O)([O-])[O-].[K+].[K+].[I-].[Li+].Br[CH2:34][CH:35]1[CH2:37][CH2:36]1. The catalyst is CN(C=O)C. The product is [CH:35]1([CH2:34][N:6]2[C:5]([C:12]([C:14]3[CH:15]=[C:16]([CH:21]=[CH:22][C:23]#[N:24])[CH:17]=[C:18]([CH3:20])[CH:19]=3)=[O:13])=[C:4]([CH:1]([CH3:3])[CH3:2])[C:9](=[O:10])[NH:8][C:7]2=[O:11])[CH2:37][CH2:36]1. The yield is 0.840. (3) The reactants are [CH3:1][NH:2][CH3:3].S(=O)(=O)(O)O.[C-:9]#[N:10].[Na+].[F:12][C:13]1[CH:20]=[CH:19][C:16]([CH:17]=O)=[CH:15][CH:14]=1. The catalyst is O. The product is [F:12][C:13]1[CH:20]=[CH:19][C:16]([CH:17]([N:2]([CH3:3])[CH3:1])[C:9]#[N:10])=[CH:15][CH:14]=1. The yield is 0.984. (4) The reactants are [Br:1][C:2]1[N:6]=[C:5](Br)[N:4]([CH3:8])[N:3]=1.[CH:9]1([CH2:12][NH2:13])[CH2:11][CH2:10]1.C(N(CC)C(C)C)(C)C.O. The product is [Br:1][C:2]1[N:6]=[C:5]([NH:13][CH2:12][CH:9]2[CH2:11][CH2:10]2)[N:4]([CH3:8])[N:3]=1. The catalyst is O1CCOCC1.CC(N(C)C)=O. The yield is 0.490. (5) The reactants are [Cl:1][C:2]1[CH:3]=[C:4]([O:12][C:13]2[C:25]([F:26])=[CH:24][C:16]([C:17]([O:19]C(C)(C)C)=[O:18])=[CH:15][C:14]=2[F:27])[CH:5]=[N:6][C:7]=1[O:8][CH:9]([CH3:11])[CH3:10].[Li+].[OH-]. The catalyst is C1COCC1.O. The product is [Cl:1][C:2]1[CH:3]=[C:4]([O:12][C:13]2[C:14]([F:27])=[CH:15][C:16]([C:17]([OH:19])=[O:18])=[CH:24][C:25]=2[F:26])[CH:5]=[N:6][C:7]=1[O:8][CH:9]([CH3:11])[CH3:10]. The yield is 0.940. (6) The yield is 0.380. The catalyst is CN(C)C=O. The reactants are [CH3:1][C:2]1[NH:6][N:5]=[C:4]([C:7](O)=O)[CH:3]=1.O.ON1C2C=CC=CC=2N=N1.C(N(CC)CC)C.Cl.CN(C)CCCN=C=NCC.[CH2:40]([O:42][C:43](=[O:59])[CH2:44][N:45]1[C:53]2[C:48](=[CH:49][C:50]([NH2:55])=[C:51]([NH2:54])[CH:52]=2)[C:47]([CH3:57])([CH3:56])[C:46]1=[O:58])[CH3:41].C(OC(=O)CI)C.C(=O)(O)[O-]. The product is [CH2:40]([O:42][C:43](=[O:59])[CH2:44][N:45]1[C:53]2[CH:52]=[C:51]3[NH:54][C:7]([C:4]4[CH:3]=[C:2]([CH3:1])[NH:6][N:5]=4)=[N:55][C:50]3=[CH:49][C:48]=2[C:47]([CH3:56])([CH3:57])[C:46]1=[O:58])[CH3:41]. (7) The yield is 0.980. The reactants are [CH2:1]([O:3][C:4](=[O:13])[C:5]1[CH:10]=[CH:9][C:8]([NH:11][NH2:12])=[CH:7][CH:6]=1)[CH3:2].O=[C:15]([CH3:19])[CH2:16][C:17]#[N:18].Cl. The product is [NH2:18][C:17]1[N:11]([C:8]2[CH:9]=[CH:10][C:5]([C:4]([O:3][CH2:1][CH3:2])=[O:13])=[CH:6][CH:7]=2)[N:12]=[C:15]([CH3:19])[CH:16]=1. The catalyst is C(O)C.